Dataset: Reaction yield outcomes from USPTO patents with 853,638 reactions. Task: Predict the reaction yield, written as a fraction of the theoretical maximum amount of product (1.0 means a 100% yield; for example, 0.34 means a 34% yield). (1) The yield is 0.500. The product is [Br:1][C:2]1[CH:7]=[C:6]([NH2:8])[C:5]([NH2:11])=[C:4]([N+:12]([O-:14])=[O:13])[CH:3]=1. The catalyst is CCO. The reactants are [Br:1][C:2]1[CH:7]=[C:6]([N+:8]([O-])=O)[C:5]([NH2:11])=[C:4]([N+:12]([O-:14])=[O:13])[CH:3]=1. (2) The reactants are Br[C:2]1[N:3]=[C:4]([NH:23][CH2:24][CH:25]([CH3:27])[CH3:26])[C:5]2[N:6]([C:8]([C:11]3[CH:22]=[CH:21][C:14]([C:15]([NH:17][CH:18]4[CH2:20][CH2:19]4)=[O:16])=[CH:13][CH:12]=3)=[CH:9][N:10]=2)[CH:7]=1.[CH3:28][NH:29][C:30](=[O:35])[CH2:31][CH2:32][C:33]#[CH:34].[F-].C([N+](CCCC)(CCCC)CCCC)CCC. The catalyst is C1COCC1.Cl[Pd]Cl.C1(P(C2C=CC=CC=2)C2C=CC=CC=2)C=CC=CC=1. The product is [CH:18]1([NH:17][C:15](=[O:16])[C:14]2[CH:21]=[CH:22][C:11]([C:8]3[N:6]4[CH:7]=[C:2]([C:34]#[C:33][CH2:32][CH2:31][C:30]([NH:29][CH3:28])=[O:35])[N:3]=[C:4]([NH:23][CH2:24][CH:25]([CH3:27])[CH3:26])[C:5]4=[N:10][CH:9]=3)=[CH:12][CH:13]=2)[CH2:20][CH2:19]1. The yield is 0.440. (3) The yield is 0.340. The product is [Cl:20][C:21]1[S:22][C:23]([Cl:42])=[CH:24][C:25]=1[S:26]([NH:29][C:30]1[N:35]=[CH:34][C:33]([C:36]([O:38][CH3:39])=[O:37])=[CH:32][C:31]=1[OH:40])(=[O:27])=[O:28]. The reactants are BrC1C=C(S(NC2C(O)=CC(Cl)=CN=2)(=O)=O)C=NC=1.[Cl:20][C:21]1[S:22][C:23]([Cl:42])=[CH:24][C:25]=1[S:26]([NH:29][C:30]1[N:35]=[CH:34][C:33]([C:36]([O:38][CH3:39])=[O:37])=[CH:32][C:31]=1[O:40]C)(=[O:28])=[O:27].BrC1C=C(S(NC2C(OC)=CC(Cl)=CN=2)(=O)=O)C=NC=1.B(Br)(Br)Br. No catalyst specified.